This data is from Full USPTO retrosynthesis dataset with 1.9M reactions from patents (1976-2016). The task is: Predict the reactants needed to synthesize the given product. (1) Given the product [Br:24][C:25]1[CH:30]=[C:29]([O:31][CH:32]([CH3:34])[CH3:33])[CH:28]=[CH:27][C:26]=1[CH2:35][N:9]1[CH2:10][CH2:11][C:12]2[C:17](=[CH:16][CH:15]=[C:14]([CH:18]([NH:20][C:21](=[O:23])[CH3:22])[CH3:19])[CH:13]=2)[CH2:8]1, predict the reactants needed to synthesize it. The reactants are: OC(C(F)(F)F)=O.[CH2:8]1[C:17]2[C:12](=[CH:13][C:14]([CH:18]([NH:20][C:21](=[O:23])[CH3:22])[CH3:19])=[CH:15][CH:16]=2)[CH2:11][CH2:10][NH:9]1.[Br:24][C:25]1[CH:30]=[C:29]([O:31][CH:32]([CH3:34])[CH3:33])[CH:28]=[CH:27][C:26]=1[CH2:35]Br. (2) Given the product [CH2:1]([O:3][C:4](=[O:19])[C:5]([CH3:18])([CH3:17])[CH2:6][C:7]1[N:15]([CH2:25][C:24]2[CH:27]=[CH:28][C:21]([Cl:20])=[CH:22][CH:23]=2)[C:14]2[C:9](=[N:10][C:11]([Cl:16])=[CH:12][CH:13]=2)[CH:8]=1)[CH3:2], predict the reactants needed to synthesize it. The reactants are: [CH2:1]([O:3][C:4](=[O:19])[C:5]([CH3:18])([CH3:17])[CH2:6][C:7]1[NH:15][C:14]2[C:9](=[N:10][C:11]([Cl:16])=[CH:12][CH:13]=2)[CH:8]=1)[CH3:2].[Cl:20][C:21]1[CH:28]=[CH:27][C:24]([CH2:25]Cl)=[CH:23][CH:22]=1.C([O-])([O-])=O.[Cs+].[Cs+]. (3) The reactants are: CC(OC([NH:8][C@@:9]([CH3:15])([C:12]([OH:14])=O)[CH2:10][OH:11])=O)(C)C.Cl.[CH3:17][CH:18]([O:20][C:21]1[CH:28]=[CH:27][C:26]([C:29]2[O:33][N:32]=[C:31]([C:34]3[C:35]([CH3:44])=[C:36]4[C:41](=[CH:42][CH:43]=3)[CH2:40][NH:39][CH2:38][CH2:37]4)[N:30]=2)=[CH:25][C:22]=1[C:23]#[N:24])[CH3:19].CN(C(ON1N=NC2C=CC=NC1=2)=[N+](C)C)C.F[P-](F)(F)(F)(F)F.CCN(C(C)C)C(C)C.FC(F)(F)C(O)=O. Given the product [CH3:19][CH:18]([O:20][C:21]1[CH:28]=[CH:27][C:26]([C:29]2[O:33][N:32]=[C:31]([C:34]3[C:35]([CH3:44])=[C:36]4[C:41](=[CH:42][CH:43]=3)[CH2:40][N:39]([C:12](=[O:14])[C@@:9]([CH3:15])([CH2:10][OH:11])[NH2:8])[CH2:38][CH2:37]4)[N:30]=2)=[CH:25][C:22]=1[C:23]#[N:24])[CH3:17], predict the reactants needed to synthesize it. (4) Given the product [C:2]([C:5]1[CH:6]=[C:7]([C:11]2[N:12]=[CH:13][N:14]([C:16]([N:18]([CH:19]3[CH2:24][CH2:23][N:22]([CH2:40][C:39]4[CH:42]=[CH:43][C:36]([F:35])=[C:37]([O:44][CH3:45])[CH:38]=4)[CH2:21][CH2:20]3)[CH3:25])=[O:17])[CH:15]=2)[CH:8]=[CH:9][CH:10]=1)(=[O:4])[NH2:3], predict the reactants needed to synthesize it. The reactants are: Cl.[C:2]([C:5]1[CH:6]=[C:7]([C:11]2[N:12]=[CH:13][N:14]([C:16]([N:18]([CH3:25])[CH:19]3[CH2:24][CH2:23][NH:22][CH2:21][CH2:20]3)=[O:17])[CH:15]=2)[CH:8]=[CH:9][CH:10]=1)(=[O:4])[NH2:3].C(N(CC)C(C)C)(C)C.[F:35][C:36]1[CH:43]=[CH:42][C:39]([CH:40]=O)=[CH:38][C:37]=1[O:44][CH3:45].[Na].C(O)(=O)C. (5) Given the product [CH2:6]([S:26][C@H:27]([CH2:43][CH3:44])[C:28]([OH:29])=[O:45])[CH2:7][CH2:8][CH2:9]/[CH:10]=[CH:11]\[CH2:12]/[CH:13]=[CH:14]\[CH2:15]/[CH:16]=[CH:17]\[CH2:18]/[CH:19]=[CH:20]\[CH2:21]/[CH:22]=[CH:23]\[CH2:24][CH3:25], predict the reactants needed to synthesize it. The reactants are: OO.O.[OH-].[Li+].[CH2:6]([S:26][C@H:27]([CH2:43][CH3:44])[C:28](N1[C@@H](C)[C@@H](C2C=CC=CC=2)OC1=O)=[O:29])[CH2:7][CH2:8][CH2:9]/[CH:10]=[CH:11]\[CH2:12]/[CH:13]=[CH:14]\[CH2:15]/[CH:16]=[CH:17]\[CH2:18]/[CH:19]=[CH:20]\[CH2:21]/[CH:22]=[CH:23]\[CH2:24][CH3:25].[O-:45]S([O-])=O.[Na+].[Na+].Cl. (6) The reactants are: Cl[CH2:2][C:3]([NH:5][C:6]1[S:7][C:8]2[C:13]([N:14]=1)=[CH:12][CH:11]=[C:10]([O:15][C:16]1[CH:17]=[C:18]([NH:23][C:24](=[O:36])[C:25]3[CH:30]=[CH:29][CH:28]=[C:27]([C:31]([C:34]#[N:35])([CH3:33])[CH3:32])[CH:26]=3)[CH:19]=[CH:20][C:21]=1[CH3:22])[N:9]=2)=[O:4].[NH:37]1[CH2:42][CH2:41][O:40][CH2:39][CH2:38]1.C(N(CC)CC)C. Given the product [C:34]([C:31]([C:27]1[CH:26]=[C:25]([CH:30]=[CH:29][CH:28]=1)[C:24]([NH:23][C:18]1[CH:19]=[CH:20][C:21]([CH3:22])=[C:16]([O:15][C:10]2[N:9]=[C:8]3[S:7][C:6]([NH:5][C:3](=[O:4])[CH2:2][N:37]4[CH2:42][CH2:41][O:40][CH2:39][CH2:38]4)=[N:14][C:13]3=[CH:12][CH:11]=2)[CH:17]=1)=[O:36])([CH3:32])[CH3:33])#[N:35], predict the reactants needed to synthesize it. (7) The reactants are: C([Li])CCC.C(N[CH:10]([CH3:12])[CH3:11])(C)C.[Br:13][C:14]1C=C[C:17]2[O:18][C:19]([F:22])([F:21])[O:20][C:16]=2[CH:15]=1.CI.Cl. Given the product [Br:13][C:14]1[CH:15]=[CH:16][C:17]2[O:18][C:19]([F:22])([F:21])[O:20][C:12]=2[C:10]=1[CH3:11], predict the reactants needed to synthesize it.